This data is from Full USPTO retrosynthesis dataset with 1.9M reactions from patents (1976-2016). The task is: Predict the reactants needed to synthesize the given product. (1) Given the product [CH3:1][C:2]1[O:8][CH:7]=[CH:6][C:4](=[O:5])[C:3]=1[O:9][CH2:17][C:18]1[CH:19]=[CH:20][C:21]([B:24]2[O:25][C:26]([CH3:28])([CH3:27])[C:29]([CH3:31])([CH3:30])[O:32]2)=[CH:22][CH:23]=1, predict the reactants needed to synthesize it. The reactants are: [CH3:1][C:2]1[O:8][CH:7]=[CH:6][C:4](=[O:5])[C:3]=1[OH:9].C([O-])([O-])=O.[K+].[K+].Br[CH2:17][C:18]1[CH:23]=[CH:22][C:21]([B:24]2[O:32][C:29]([CH3:31])([CH3:30])[C:26]([CH3:28])([CH3:27])[O:25]2)=[CH:20][CH:19]=1. (2) Given the product [I:1][C:2]1[CH:7]=[CH:6][C:5]([N:8]2[CH:12]=[C:11]([CH2:13][OH:14])[N:10]=[C:9]2[S:18][CH3:19])=[CH:4][CH:3]=1, predict the reactants needed to synthesize it. The reactants are: [I:1][C:2]1[CH:7]=[CH:6][C:5]([N:8]2[CH:12]=[C:11]([C:13](OCC)=[O:14])[N:10]=[C:9]2[S:18][CH3:19])=[CH:4][CH:3]=1.[Li+].[BH4-].O.CCOC(C)=O. (3) Given the product [Cl:1][C:2]1[CH:11]=[C:10]2[C:5]([CH2:6][CH2:7][N:8]([C:18]([C:17]3[CH:21]=[C:22]([S:25]([CH3:28])(=[O:27])=[O:26])[CH:23]=[CH:24][C:16]=3[O:15][CH:12]([CH3:14])[CH3:13])=[O:19])[CH2:9]2)=[CH:4][CH:3]=1, predict the reactants needed to synthesize it. The reactants are: [Cl:1][C:2]1[CH:11]=[C:10]2[C:5]([CH2:6][CH2:7][NH:8][CH2:9]2)=[CH:4][CH:3]=1.[CH:12]([O:15][C:16]1[CH:24]=[CH:23][C:22]([S:25]([CH3:28])(=[O:27])=[O:26])=[CH:21][C:17]=1[C:18](O)=[O:19])([CH3:14])[CH3:13]. (4) The reactants are: [N:1]1([CH2:7][C:8]2[CH:22]=[CH:21][C:11]3[NH:12][C:13]([C:15]4[C:19]([NH2:20])=[CH:18][NH:17][N:16]=4)=[N:14][C:10]=3[CH:9]=2)[CH2:6][CH2:5][O:4][CH2:3][CH2:2]1.C1N=CN([C:28]([N:30]2C=NC=C2)=[O:29])C=1.[F:35][C:36]1[CH:43]=[CH:42][CH:41]=[C:40]([F:44])[C:37]=1[CH2:38]N. Given the product [F:35][C:36]1[CH:43]=[CH:42][CH:41]=[C:40]([F:44])[C:37]=1[CH2:38][N:20]([C:19]1[C:15]([C:13]2[NH:12][C:11]3[CH:21]=[CH:22][C:8]([CH2:7][N:1]4[CH2:6][CH2:5][O:4][CH2:3][CH2:2]4)=[CH:9][C:10]=3[N:14]=2)=[N:16][NH:17][CH:18]=1)[C:28]([NH2:30])=[O:29], predict the reactants needed to synthesize it. (5) Given the product [Si:49]([O:56][CH2:57][C@H:58]([O:12][C:5]1[CH:6]=[CH:7][CH:8]=[C:9]2[C:4]=1[N:3]=[C:2]([CH3:1])[CH:11]=[CH:10]2)[CH3:59])([C:52]([CH3:53])([CH3:54])[CH3:55])([CH3:51])[CH3:50], predict the reactants needed to synthesize it. The reactants are: [CH3:1][C:2]1[CH:11]=[CH:10][C:9]2[C:4](=[C:5]([OH:12])[CH:6]=[CH:7][CH:8]=2)[N:3]=1.O1CCCC1.C1(P(C2C=CC=CC=2)C2C=CC=CC=2)C=CC=CC=1.N(C(OCC)=O)=NC(OCC)=O.[Si:49]([O:56][CH2:57][C@@H:58](O)[CH3:59])([C:52]([CH3:55])([CH3:54])[CH3:53])([CH3:51])[CH3:50]. (6) Given the product [C:1]([C:3]1[CH:4]=[C:5]([N:15]2[CH:19]=[C:18]([C:20]([OH:22])=[O:21])[CH:17]=[N:16]2)[CH:6]=[N:7][C:8]=1[C:9]1[CH:10]=[CH:11][CH:12]=[CH:13][CH:14]=1)#[N:2], predict the reactants needed to synthesize it. The reactants are: [C:1]([C:3]1[CH:4]=[C:5]([N:15]2[CH:19]=[C:18]([C:20]([O:22]CC)=[O:21])[CH:17]=[N:16]2)[CH:6]=[N:7][C:8]=1[C:9]1[CH:14]=[CH:13][CH:12]=[CH:11][CH:10]=1)#[N:2].[OH-].[Na+].Cl. (7) The reactants are: [Cl:1][C:2]1[CH:30]=[CH:29][C:5]([CH2:6][NH:7][C:8]([C:10]2[CH:11]=[N:12][C:13]3[C:18]([C:19]=2[OH:20])=[CH:17][C:16]([CH2:21][N:22]2[CH2:27][CH2:26][O:25][CH2:24][CH2:23]2)=[CH:15][C:14]=3I)=[O:9])=[CH:4][CH:3]=1.CCN(CC)CC.[CH2:38]([O:41][CH3:42])[C:39]#[CH:40]. Given the product [Cl:1][C:2]1[CH:30]=[CH:29][C:5]([CH2:6][NH:7][C:8]([C:10]2[C:19](=[O:20])[C:18]3[C:13]4=[C:14]([CH:40]=[C:39]([CH2:38][O:41][CH3:42])[N:12]4[CH:11]=2)[CH:15]=[C:16]([CH2:21][N:22]2[CH2:27][CH2:26][O:25][CH2:24][CH2:23]2)[CH:17]=3)=[O:9])=[CH:4][CH:3]=1, predict the reactants needed to synthesize it. (8) Given the product [Br:37][CH2:1][C:2]1[C:11]2[C:6](=[CH:7][CH:8]=[CH:9][CH:10]=2)[C:5]([C:12]([NH:14][C:15]2[C:16]([C:21]([NH:23][CH:24]3[CH2:29][CH2:28][O:27][CH2:26][CH2:25]3)=[O:22])=[N:17][CH:18]=[CH:19][CH:20]=2)=[O:13])=[CH:4][CH:3]=1, predict the reactants needed to synthesize it. The reactants are: [CH3:1][C:2]1[C:11]2[C:6](=[CH:7][CH:8]=[CH:9][CH:10]=2)[C:5]([C:12]([NH:14][C:15]2[C:16]([C:21]([NH:23][CH:24]3[CH2:29][CH2:28][O:27][CH2:26][CH2:25]3)=[O:22])=[N:17][CH:18]=[CH:19][CH:20]=2)=[O:13])=[CH:4][CH:3]=1.C1C(=O)N([Br:37])C(=O)C1.N(C1(C#N)CCCCC1)=NC1(C#N)CCCCC1.